From a dataset of Catalyst prediction with 721,799 reactions and 888 catalyst types from USPTO. Predict which catalyst facilitates the given reaction. Reactant: C1(O[C:8](=[O:25])[NH:9][CH:10]2[CH2:15][CH2:14][C:13]([N:22]([CH3:24])[CH3:23])([C:16]3[CH:21]=[CH:20][CH:19]=[CH:18][CH:17]=3)[CH2:12][CH2:11]2)C=CC=CC=1.[Cl:26][C:27]1[CH:28]=[C:29]2[C:33](=[CH:34][CH:35]=1)[NH:32][CH:31]=[C:30]2[CH:36]1[CH2:41][CH2:40][NH:39][CH2:38][CH2:37]1. Product: [CH3:24][N:22]([CH3:23])[C:13]1([C:16]2[CH:17]=[CH:18][CH:19]=[CH:20][CH:21]=2)[CH2:12][CH2:11][CH:10]([NH:9][C:8]([N:39]2[CH2:40][CH2:41][CH:36]([C:30]3[C:29]4[C:33](=[CH:34][CH:35]=[C:27]([Cl:26])[CH:28]=4)[NH:32][CH:31]=3)[CH2:37][CH2:38]2)=[O:25])[CH2:15][CH2:14]1. The catalyst class is: 12.